Dataset: CYP2C19 inhibition data for predicting drug metabolism from PubChem BioAssay. Task: Regression/Classification. Given a drug SMILES string, predict its absorption, distribution, metabolism, or excretion properties. Task type varies by dataset: regression for continuous measurements (e.g., permeability, clearance, half-life) or binary classification for categorical outcomes (e.g., BBB penetration, CYP inhibition). Dataset: cyp2c19_veith. The compound is Cc1cc2c(nc1C)CCCN2C[C@H](C)O/N=C1\[C@@H]2CCn3c(=O)n(-c4ccccc4)c(=O)n3[C@H]2[C@H](O)[C@H]2O[C@H]12. The result is 0 (non-inhibitor).